This data is from Full USPTO retrosynthesis dataset with 1.9M reactions from patents (1976-2016). The task is: Predict the reactants needed to synthesize the given product. (1) Given the product [CH:35]1([CH2:34][N:1]2[C:9]3[C:4](=[C:5]([NH:10][C:11]4[N:23]=[CH:22][C:21]([CH:24]5[CH2:26][CH2:25]5)=[CH:20][C:12]=4[C:13]([O:15][C:16]([CH3:18])([CH3:19])[CH3:17])=[O:14])[CH:6]=[CH:7][CH:8]=3)[CH:3]=[CH:2]2)[CH2:38][CH2:37][CH2:36]1, predict the reactants needed to synthesize it. The reactants are: [NH:1]1[C:9]2[C:4](=[C:5]([NH:10][C:11]3[N:23]=[CH:22][C:21]([CH:24]4[CH2:26][CH2:25]4)=[CH:20][C:12]=3[C:13]([O:15][C:16]([CH3:19])([CH3:18])[CH3:17])=[O:14])[CH:6]=[CH:7][CH:8]=2)[CH:3]=[CH:2]1.CC(C)([O-])C.[K+].Br[CH2:34][CH:35]1[CH2:38][CH2:37][CH2:36]1.O. (2) Given the product [F:45][C:42]([F:43])([F:44])[C:47]([O-:49])=[O:48].[CH3:1][C:2]1[N:6]([CH2:7][C:8]2[CH:13]=[CH:12][N:11]=[C:10]([N:14]3[CH2:19][CH2:18][NH2+:17][CH2:16][CH2:15]3)[CH:9]=2)[N:5]=[C:4]([C:30]2[O:34][N:33]=[C:32]([C:35]3[CH:36]=[CH:37][C:38]([O:41][C:42]([F:45])([F:43])[F:44])=[CH:39][CH:40]=3)[N:31]=2)[N:3]=1, predict the reactants needed to synthesize it. The reactants are: [CH3:1][C:2]1[N:6]([CH2:7][C:8]2[CH:13]=[CH:12][N:11]=[C:10]([N:14]3[CH2:19][CH2:18][N:17](C(OCC4C=CC=CC=4)=O)[CH2:16][CH2:15]3)[CH:9]=2)[N:5]=[C:4]([C:30]2[O:34][N:33]=[C:32]([C:35]3[CH:40]=[CH:39][C:38]([O:41][C:42]([F:45])([F:44])[F:43])=[CH:37][CH:36]=3)[N:31]=2)[N:3]=1.C[C:47]([OH:49])=[O:48].